This data is from Full USPTO retrosynthesis dataset with 1.9M reactions from patents (1976-2016). The task is: Predict the reactants needed to synthesize the given product. (1) The reactants are: CC(OI1(OC(C)=O)(OC(C)=O)OC(=O)C2C=CC=CC1=2)=O.[OH:23][CH2:24][C:25]1[N:30]=[CH:29][C:28]([C:31]([O:33][CH3:34])=[O:32])=[CH:27][CH:26]=1. Given the product [CH:24]([C:25]1[N:30]=[CH:29][C:28]([C:31]([O:33][CH3:34])=[O:32])=[CH:27][CH:26]=1)=[O:23], predict the reactants needed to synthesize it. (2) Given the product [C:11]([C:3]1[C:2]([NH:1][C:28]([C:25]2[S:26][CH:27]=[C:23]([CH:20]3[CH2:22][CH2:21]3)[N:24]=2)=[O:29])=[C:7]([Cl:8])[C:6]([O:9][CH3:10])=[CH:5][CH:4]=1)(=[O:13])[CH3:12], predict the reactants needed to synthesize it. The reactants are: [NH2:1][C:2]1[C:7]([Cl:8])=[C:6]([O:9][CH3:10])[CH:5]=[CH:4][C:3]=1[C:11](=[O:13])[CH3:12].N1C=CC=CC=1.[CH:20]1([C:23]2[N:24]=[C:25]([C:28](Cl)=[O:29])[S:26][CH:27]=2)[CH2:22][CH2:21]1. (3) Given the product [N:11]1([C:4]2[C:5]3[CH:10]=[CH:9][NH:8][C:6]=3[N:7]=[C:2]([C:23]3[CH:24]=[C:19]([CH2:18][OH:17])[CH:20]=[CH:21][CH:22]=3)[N:3]=2)[CH2:16][CH2:15][O:14][CH2:13][CH2:12]1, predict the reactants needed to synthesize it. The reactants are: Cl[C:2]1[N:3]=[C:4]([N:11]2[CH2:16][CH2:15][O:14][CH2:13][CH2:12]2)[C:5]2[CH:10]=[CH:9][NH:8][C:6]=2[N:7]=1.[OH:17][CH2:18][C:19]1[CH:20]=[C:21](B(O)O)[CH:22]=[CH:23][CH:24]=1.C(=O)(O)[O-].[Na+]. (4) Given the product [CH3:12][NH:13][C:8](=[O:10])[CH2:7][CH:4]1[CH2:5][CH2:6][O:1][CH2:2][CH2:3]1, predict the reactants needed to synthesize it. The reactants are: [O:1]1[CH2:6][CH2:5][CH:4]([CH2:7][C:8]([OH:10])=O)[CH2:3][CH2:2]1.Cl.[CH3:12][NH2:13].[OH-].[Na+].CCOC(C)=O. (5) Given the product [CH3:3][CH:2]([CH2:4][CH:5]([N:17]([CH3:18])[CH3:19])[C:6]1([C:10]2[CH:11]=[CH:12][C:13]([Cl:16])=[CH:14][CH:15]=2)[CH2:7][CH2:8][CH2:9]1)[CH3:1].[ClH:20], predict the reactants needed to synthesize it. The reactants are: [CH3:1][CH:2]([CH2:4][CH:5]([N:17]([CH3:19])[CH3:18])[C:6]1([C:10]2[CH:11]=[CH:12][C:13]([Cl:16])=[CH:14][CH:15]=2)[CH2:9][CH2:8][CH2:7]1)[CH3:3].[ClH:20]. (6) Given the product [F:27][C:21]1[CH:22]=[C:23]([F:26])[CH:24]=[CH:25][C:20]=1[N:19]1[C:15]([C:9]2[S:8][C:7]3[C:6]4[CH:28]=[C:2]([C:31]5[CH:30]=[N:29][CH:34]=[CH:33][CH:32]=5)[CH:3]=[CH:4][C:5]=4[O:14][CH2:13][CH2:12][C:11]=3[CH:10]=2)=[N:16][CH:17]=[N:18]1, predict the reactants needed to synthesize it. The reactants are: Br[C:2]1[CH:3]=[CH:4][C:5]2[O:14][CH2:13][CH2:12][C:11]3[CH:10]=[C:9]([C:15]4[N:19]([C:20]5[CH:25]=[CH:24][C:23]([F:26])=[CH:22][C:21]=5[F:27])[N:18]=[CH:17][N:16]=4)[S:8][C:7]=3[C:6]=2[CH:28]=1.[N:29]1[CH:34]=[CH:33][CH:32]=[C:31](B2OC(C)(C)C(C)(C)O2)[CH:30]=1.